This data is from Forward reaction prediction with 1.9M reactions from USPTO patents (1976-2016). The task is: Predict the product of the given reaction. (1) Given the reactants [CH3:1][C:2]1([CH3:36])[O:6][C@H:5]([CH2:7][O:8][C:9]2[CH:14]=[CH:13][C:12]([C:15](C3C=CC(OS(C(F)(F)F)(=O)=O)=C(C)C=3)([CH2:18][CH3:19])[CH2:16][CH3:17])=[CH:11][C:10]=2[CH3:35])[CH2:4][O:3]1.[CH:37]1[CH:42]=[CH:41][C:40](P([C:37]2[CH:42]=[CH:41][CH:40]=[CH:39][CH:38]=2)[C:37]2[CH:42]=[CH:41][CH:40]=[CH:39][CH:38]=2)=[CH:39][CH:38]=1.[Li+].[Cl-].C([Sn]([CH2:70][CH2:71][CH2:72][CH3:73])([CH2:70][CH2:71][CH2:72][CH3:73])[CH2:70][CH2:71][CH2:72][CH3:73])C=C.Cl, predict the reaction product. The product is: [CH2:39]([C:38]1[CH:37]=[CH:42][C:70]([C:15]([C:12]2[CH:13]=[CH:14][C:9]([O:8][CH2:7][C@@H:5]3[CH2:4][O:3][C:2]([CH3:36])([CH3:1])[O:6]3)=[C:10]([CH3:35])[CH:11]=2)([CH2:18][CH3:19])[CH2:16][CH3:17])=[CH:71][C:72]=1[CH3:73])[CH:40]=[CH2:41]. (2) Given the reactants [CH3:1][N:2]1[C:10]2[C:9]([O:11][C:12]3[CH:18]=[CH:17][C:15]([NH2:16])=[CH:14][CH:13]=3)=[N:8][CH:7]=[N:6][C:5]=2[CH:4]=[CH:3]1.[CH2:19]([NH2:22])[CH2:20][CH3:21].CN(C)[CH:25]=[O:26], predict the reaction product. The product is: [CH3:1][N:2]1[C:10]2[C:9]([O:11][C:12]3[CH:18]=[CH:17][C:15]([NH:16][C:25]([NH:22][CH2:19][CH2:20][CH3:21])=[O:26])=[CH:14][CH:13]=3)=[N:8][CH:7]=[N:6][C:5]=2[CH:4]=[CH:3]1. (3) Given the reactants C([N:8]1[CH2:13][CH2:12][C:11]([C:15]2[CH:20]=[CH:19][C:18]([CH2:21][O:22][CH2:23][C@@H:24]([CH3:28])[CH2:25][O:26][CH3:27])=[CH:17][CH:16]=2)([OH:14])[CH:10]([CH2:29][OH:30])[CH2:9]1)C1C=CC=CC=1.[C:39](O[C:39]([O:41][C:42]([CH3:45])([CH3:44])[CH3:43])=[O:40])([O:41][C:42]([CH3:45])([CH3:44])[CH3:43])=[O:40], predict the reaction product. The product is: [OH:14][C@:11]1([C:15]2[CH:20]=[CH:19][C:18]([CH2:21][O:22][CH2:23][C@@H:24]([CH3:28])[CH2:25][O:26][CH3:27])=[CH:17][CH:16]=2)[CH2:12][CH2:13][N:8]([C:39]([O:41][C:42]([CH3:43])([CH3:44])[CH3:45])=[O:40])[CH2:9][C@@H:10]1[CH2:29][OH:30]. (4) Given the reactants CC1C=C[C:5]([CH2:8][CH2:9][Si:10]([O:17][CH2:18][CH3:19])([O:14][CH2:15][CH3:16])[O:11][CH2:12][CH3:13])=CC=1.CC1C=CC(CC[Si](Cl)(Cl)[Cl:30])=CC=1.Cl[SiH](Cl)Cl.C(C1C=CC(C)=CC=1)=C, predict the reaction product. The product is: [Cl:30][CH2:5][CH:8]=[CH:9][Si:10]([O:17][CH2:18][CH3:19])([O:14][CH2:15][CH3:16])[O:11][CH2:12][CH3:13].